From a dataset of Full USPTO retrosynthesis dataset with 1.9M reactions from patents (1976-2016). Predict the reactants needed to synthesize the given product. (1) Given the product [CH3:10][C:8]1[N:7]([CH2:11][C:12]2[C:21]3[C:16](=[CH:17][CH:18]=[CH:19][CH:20]=3)[CH:15]=[CH:14][CH:13]=2)[C:6]2[CH:22]=[C:2]([N:26]3[CH2:31][CH2:30][O:29][CH2:28][CH2:27]3)[CH:3]=[C:4]([N+:23]([O-:25])=[O:24])[C:5]=2[N:9]=1, predict the reactants needed to synthesize it. The reactants are: Br[C:2]1[CH:3]=[C:4]([N+:23]([O-:25])=[O:24])[C:5]2[N:9]=[C:8]([CH3:10])[N:7]([CH2:11][C:12]3[C:21]4[C:16](=[CH:17][CH:18]=[CH:19][CH:20]=4)[CH:15]=[CH:14][CH:13]=3)[C:6]=2[CH:22]=1.[NH:26]1[CH2:31][CH2:30][O:29][CH2:28][CH2:27]1.C([O-])([O-])=O.[Cs+].[Cs+].CC(C1C=C(C(C)C)C(C2C=CC=CC=2P(C2CCCCC2)C2CCCCC2)=C(C(C)C)C=1)C. (2) Given the product [CH:1]1([C@@H:7]2[CH2:12][C@H:11]([C:13]3[CH:18]=[CH:17][CH:16]=[CH:15][CH:14]=3)[CH2:10][CH2:9][NH:8]2)[CH2:2][CH2:3][CH2:4][CH2:5][CH2:6]1, predict the reactants needed to synthesize it. The reactants are: [CH:1]1([CH:7]2[CH2:12][CH:11]([C:13]3[CH:18]=[CH:17][CH:16]=[CH:15][CH:14]=3)[CH2:10][CH2:9][N:8]2C(OCC2C=CC=CC=2)=O)[CH2:6][CH2:5][CH2:4][CH2:3][CH2:2]1.